Dataset: Reaction yield outcomes from USPTO patents with 853,638 reactions. Task: Predict the reaction yield, written as a fraction of the theoretical maximum amount of product (1.0 means a 100% yield; for example, 0.34 means a 34% yield). (1) The reactants are [NH2:1][C:2]1[CH:7]=[CH:6][C:5]([CH2:8][C:9]([O:11]CC)=[O:10])=[C:4]([F:14])[C:3]=1[F:15].C(N(CC)CC)C.[CH3:23][C:24]1[CH:29]=[CH:28][CH:27]=[CH:26][C:25]=1[N:30]=[C:31]=[O:32]. The catalyst is CN(C=O)C. The product is [CH3:23][C:24]1[CH:29]=[CH:28][CH:27]=[CH:26][C:25]=1[NH:30][C:31](=[O:32])[NH:1][C:2]1[CH:7]=[CH:6][C:5]([CH2:8][C:9]([OH:11])=[O:10])=[C:4]([F:14])[C:3]=1[F:15]. The yield is 0.420. (2) The reactants are [NH2:1][C:2]1[N:6]([CH3:7])[N:5]=[C:4]([CH3:8])[C:3]=1[C:9]#[N:10].[F:11][C:12]1[CH:20]=[CH:19][CH:18]=[CH:17][C:13]=1[C:14](Cl)=[O:15]. The catalyst is N1C=CC=CC=1. The product is [C:9]([C:3]1[C:4]([CH3:8])=[N:5][N:6]([CH3:7])[C:2]=1[NH:1][C:14](=[O:15])[C:13]1[CH:17]=[CH:18][CH:19]=[CH:20][C:12]=1[F:11])#[N:10]. The yield is 0.500.